Dataset: Full USPTO retrosynthesis dataset with 1.9M reactions from patents (1976-2016). Task: Predict the reactants needed to synthesize the given product. (1) Given the product [F:19][C:18]1[C:10]([NH:9][C:6]2[CH:5]=[C:4]([O:53][CH:43]([CH3:45])[CH3:44])[NH:8][N:7]=2)=[N:11][C:12]([NH:39][C@H:37]([C:34]2[CH:35]=[CH:36][C:31]([F:30])=[CH:32][CH:33]=2)[CH3:38])=[C:13]([CH:17]=1)[C:14]#[N:16], predict the reactants needed to synthesize it. The reactants are: C1([C:4]2[NH:8][N:7]=[C:6]([NH:9][C:10]3[C:18]([F:19])=[CH:17][C:13]([C:14]([NH2:16])=O)=[C:12](N[C@H](C4C=CC(F)=CC=4)C)[N:11]=3)[CH:5]=2)CC1.[F:30][C:31]1[CH:36]=[CH:35][C:34]([C@@H:37]([NH2:39])[CH3:38])=[CH:33][CH:32]=1.CCN(C(C)C)[CH:43]([CH3:45])[CH3:44].CCCC[OH:53]. (2) Given the product [O:1]1[C:5]([C:6]([O:8][CH2:20][CH2:13][CH2:14][CH2:15][CH2:16][CH2:17][CH2:43][CH2:42][CH2:41][CH2:40][CH2:39][CH3:38])=[O:7])=[CH:4][CH:3]=[C:2]1[C:9]([O:11][CH2:45][CH2:46][CH2:47][CH2:48][CH2:49][CH2:33][CH2:32][CH2:31][CH2:30][CH2:27][CH2:25][CH3:26])=[O:10], predict the reactants needed to synthesize it. The reactants are: [O:1]1[C:5]([C:6]([O-:8])=[O:7])=[CH:4][CH:3]=[C:2]1[C:9]([O-:11])=[O:10].O1[C:16]([C:17](O)=O)=[CH:15][CH:14]=[C:13]1[C:20](O)=O.N#N.[CH2:25]([CH:27]([CH2:30][CH2:31][CH2:32][CH3:33])CO)[CH3:26].C(O)CCC[CH2:38][CH2:39][CH2:40][CH2:41][CH2:42][CH3:43].[CH2:45](O)[CH2:46][CH2:47][CH2:48][CH2:49]CCC. (3) Given the product [CH:24]1([CH2:27][N:8]2[CH2:7][CH2:6][N:5]([CH:11]3[CH2:16][CH2:15][N:14]([C:17]([O:19][C:20]([CH3:23])([CH3:22])[CH3:21])=[O:18])[CH2:13][CH2:12]3)[CH2:10][CH2:9]2)[CH2:26][CH2:25]1, predict the reactants needed to synthesize it. The reactants are: [BH3-]C#N.[Na+].[N:5]1([CH:11]2[CH2:16][CH2:15][N:14]([C:17]([O:19][C:20]([CH3:23])([CH3:22])[CH3:21])=[O:18])[CH2:13][CH2:12]2)[CH2:10][CH2:9][NH:8][CH2:7][CH2:6]1.[CH:24]1([CH:27]=O)[CH2:26][CH2:25]1. (4) Given the product [CH3:23][C:20]1[CH:21]=[CH:22][C:17]([S:14]([O:13][CH2:12][CH:9]2[N:8]3[C:33](=[O:34])[NH:1][C:2]4=[CH:3][CH:4]=[CH:5][C:6](=[C:7]34)[O:11][CH2:10]2)(=[O:16])=[O:15])=[CH:18][CH:19]=1, predict the reactants needed to synthesize it. The reactants are: [NH2:1][C:2]1[C:7]2[NH:8][CH:9]([CH2:12][O:13][S:14]([C:17]3[CH:22]=[CH:21][C:20]([CH3:23])=[CH:19][CH:18]=3)(=[O:16])=[O:15])[CH2:10][O:11][C:6]=2[CH:5]=[CH:4][CH:3]=1.C(N(CC)C(C)C)(C)C.[C:33](N1C=CN=C1)(N1C=CN=C1)=[O:34].